Dataset: Catalyst prediction with 721,799 reactions and 888 catalyst types from USPTO. Task: Predict which catalyst facilitates the given reaction. (1) Reactant: C([NH:9][C:10]([NH:12][C:13]1[CH:31]=[CH:30][C:16]2[N:17]=[C:18]([NH:20][CH2:21][CH2:22][C:23]3[CH:28]=[CH:27][C:26]([Br:29])=[CH:25][CH:24]=3)[S:19][C:15]=2[CH:14]=1)=[S:11])(=O)C1C=CC=CC=1.[OH-].[Na+]. Product: [Br:29][C:26]1[CH:27]=[CH:28][C:23]([CH2:22][CH2:21][NH:20][C:18]2[S:19][C:15]3[CH:14]=[C:13]([NH:12][C:10]([NH2:9])=[S:11])[CH:31]=[CH:30][C:16]=3[N:17]=2)=[CH:24][CH:25]=1. The catalyst class is: 7. (2) Reactant: [Br:1][C:2]1[C:11]2[C:6](=[CH:7][CH:8]=[CH:9][CH:10]=2)[C:5]([C:12]2[CH:17]=[CH:16][C:15]([Cl:18])=[CH:14][CH:13]=2)=[C:4]([CH:19]([O:23][Si:24]([C:27]([CH3:30])([CH3:29])[CH3:28])([CH3:26])[CH3:25])[C:20]([OH:22])=[O:21])[C:3]=1[CH3:31].[Si](C=[N+]=[N-])(C)(C)[CH3:33].BrC1C2C(=CC=CC=2)C(C2C=CC(Cl)=CC=2)=C(C(O[Si](C(C)(C)C)(C)C)C=O)C=1C. Product: [Br:1][C:2]1[C:11]2[C:6](=[CH:7][CH:8]=[CH:9][CH:10]=2)[C:5]([C:12]2[CH:13]=[CH:14][C:15]([Cl:18])=[CH:16][CH:17]=2)=[C:4]([CH:19]([O:23][Si:24]([C:27]([CH3:28])([CH3:30])[CH3:29])([CH3:25])[CH3:26])[C:20]([O:22][CH3:33])=[O:21])[C:3]=1[CH3:31]. The catalyst class is: 61. (3) Product: [C:30]([O:33][CH2:2][O:3][C:4](=[O:29])[NH:5][C:6]1[CH:11]=[CH:10][CH:9]=[C:8]([C:12]2[CH:21]=[N:20][C:19]3[C:18]([N:22]4[CH2:23][CH2:24][O:25][CH2:26][CH2:27]4)=[N:17][C:16]([Cl:28])=[N:15][C:14]=3[CH:13]=2)[CH:7]=1)(=[O:32])[CH3:31]. Reactant: Cl[CH2:2][O:3][C:4](=[O:29])[NH:5][C:6]1[CH:11]=[CH:10][CH:9]=[C:8]([C:12]2[CH:21]=[N:20][C:19]3[C:18]([N:22]4[CH2:27][CH2:26][O:25][CH2:24][CH2:23]4)=[N:17][C:16]([Cl:28])=[N:15][C:14]=3[CH:13]=2)[CH:7]=1.[C:30]([OH:33])(=[O:32])[CH3:31]. The catalyst class is: 22. (4) Reactant: [N+:1]([C:4]1[CH:5]=[N:6][C:7]2[CH2:8][CH2:9][C:10]3(OCC[O:14]3)[CH2:11][C:12]=2[CH:13]=1)([O-:3])=[O:2].CC(C)=O.Cl.C([O-])(O)=O.[Na+]. Product: [N+:1]([C:4]1[CH:5]=[N:6][C:7]2[CH2:8][CH2:9][C:10](=[O:14])[CH2:11][C:12]=2[CH:13]=1)([O-:3])=[O:2]. The catalyst class is: 6.